From a dataset of Reaction yield outcomes from USPTO patents with 853,638 reactions. Predict the reaction yield, written as a fraction of the theoretical maximum amount of product (1.0 means a 100% yield; for example, 0.34 means a 34% yield). (1) The reactants are [C:1]([C:4]1[CH:12]=[CH:11][C:7]([C:8]([OH:10])=[O:9])=[CH:6][C:5]=1[OH:13])(=[O:3])[CH3:2].Cl.[CH2:15](O)[CH3:16]. No catalyst specified. The product is [CH2:15]([O:9][C:8](=[O:10])[C:7]1[CH:11]=[CH:12][C:4]([C:1](=[O:3])[CH3:2])=[C:5]([OH:13])[CH:6]=1)[CH3:16]. The yield is 0.640. (2) The yield is 0.780. The reactants are Cl[CH2:2][C:3]([NH:5][CH3:6])=[O:4].C(=O)([O-])[O-].[K+].[K+].[C:13]([NH:17][C:18]([C:20]1[C:28]2[C:23](=[N:24][CH:25]=[C:26]([C:29]3[C:37]4[C:32](=[CH:33][CH:34]=[C:35]([O:38][CH:39]([F:41])[F:40])[CH:36]=4)[NH:31][N:30]=3)[N:27]=2)[N:22]([CH2:42][O:43][CH2:44][CH2:45][Si:46]([CH3:49])([CH3:48])[CH3:47])[CH:21]=1)=[O:19])([CH3:16])([CH3:15])[CH3:14]. The product is [C:13]([NH:17][C:18]([C:20]1[C:28]2[C:23](=[N:24][CH:25]=[C:26]([C:29]3[C:37]4[C:32](=[CH:33][CH:34]=[C:35]([O:38][CH:39]([F:40])[F:41])[CH:36]=4)[N:31]([CH2:2][C:3]([NH:5][CH3:6])=[O:4])[N:30]=3)[N:27]=2)[N:22]([CH2:42][O:43][CH2:44][CH2:45][Si:46]([CH3:49])([CH3:48])[CH3:47])[CH:21]=1)=[O:19])([CH3:16])([CH3:15])[CH3:14]. The catalyst is CN(C=O)C. (3) The reactants are C1(C[O:5][C:6](=[O:33])[CH:7]([C:12]2[CH:17]=[C:16]([O:18][CH2:19][CH:20]3[CH2:22][CH2:21]3)[C:15]([C:23]3[CH:24]=[CH:25][C:26]4[C:27]([CH:31]=3)=[N:28][S:29][N:30]=4)=[C:14]([Cl:32])[CH:13]=2)[CH2:8][CH:9]([CH3:11])[CH3:10])CC1.[OH-].[K+]. The catalyst is CCO.O. The product is [N:30]1[S:29][N:28]=[C:27]2[CH:31]=[C:23]([C:15]3[C:16]([O:18][CH2:19][CH:20]4[CH2:22][CH2:21]4)=[CH:17][C:12]([CH:7]([CH2:8][CH:9]([CH3:10])[CH3:11])[C:6]([OH:33])=[O:5])=[CH:13][C:14]=3[Cl:32])[CH:24]=[CH:25][C:26]=12. The yield is 0.550.